From a dataset of Forward reaction prediction with 1.9M reactions from USPTO patents (1976-2016). Predict the product of the given reaction. (1) Given the reactants [CH3:1][N-:2][CH3:3].[Li+].[F:5][C:6]([F:12])([F:11])[S:7]([O-:10])(=[O:9])=[O:8].[CH3:13][N:14]([C+:16]([N:18]([CH3:20])[CH3:19])Cl)[CH3:15], predict the reaction product. The product is: [F:5][C:6]([F:12])([F:11])[S:7]([O-:10])(=[O:9])=[O:8].[CH3:13][N:14]([CH3:15])[C:16](=[N+:2]([CH3:3])[CH3:1])[N:18]([CH3:20])[CH3:19]. (2) Given the reactants [C:1]1([C:7]2[C:8]([CH:13]=O)=[N:9][CH:10]=[CH:11][CH:12]=2)[CH:6]=[CH:5][CH:4]=[CH:3][CH:2]=1.[C:15]([O:19][C:20]([N:22]1[CH2:27][CH2:26][CH:25]([NH2:28])[CH2:24][CH2:23]1)=[O:21])([CH3:18])([CH3:17])[CH3:16].[BH4-].[Na+], predict the reaction product. The product is: [C:15]([O:19][C:20]([N:22]1[CH2:27][CH2:26][CH:25]([NH:28][CH2:13][C:8]2[C:7]([C:1]3[CH:2]=[CH:3][CH:4]=[CH:5][CH:6]=3)=[CH:12][CH:11]=[CH:10][N:9]=2)[CH2:24][CH2:23]1)=[O:21])([CH3:18])([CH3:16])[CH3:17]. (3) The product is: [C:1]([C:4]1[C:22](=[O:23])[C@@:8]2([CH3:24])[C:9]3[C:15]([OH:16])=[CH:14][C:13]([O:17][CH3:18])=[C:12]([C:19]([NH:21][CH2:29][C:28]4[CH:31]=[C:32]([F:35])[CH:33]=[CH:34][C:27]=4[F:26])=[O:20])[C:10]=3[O:11][C:7]2=[CH:6][C:5]=1[OH:25])(=[O:3])[CH3:2]. Given the reactants [C:1]([C:4]1[C:22](=[O:23])[C@@:8]2([CH3:24])[C:9]3[C:15]([OH:16])=[CH:14][C:13]([O:17][CH3:18])=[C:12]([C:19]([NH2:21])=[O:20])[C:10]=3[O:11][C:7]2=[CH:6][C:5]=1[OH:25])(=[O:3])[CH3:2].[F:26][C:27]1[CH:34]=[CH:33][C:32]([F:35])=[CH:31][C:28]=1[CH:29]=O.C([SiH](CC)CC)C.FC(F)(F)C(O)=O, predict the reaction product. (4) The product is: [F:1][C:2]1[CH:7]=[C:6]([I:8])[CH:5]=[CH:4][C:3]=1[NH:9][C:10]1[C:11]([C:18]([NH:46][NH2:47])=[O:20])=[CH:12][N:13]([CH3:17])[C:14](=[O:16])[CH:15]=1. Given the reactants [F:1][C:2]1[CH:7]=[C:6]([I:8])[CH:5]=[CH:4][C:3]=1[NH:9][C:10]1[C:11]([C:18]([OH:20])=O)=[CH:12][N:13]([CH3:17])[C:14](=[O:16])[CH:15]=1.N1C=CC=CC=1.FC(F)(F)C(OC1C(F)=C(F)C(F)=C(F)C=1F)=O.O.[NH2:46][NH2:47], predict the reaction product. (5) The product is: [NH2:3][C:4]1[S:5][C:6]([C:15]([OH:17])=[O:16])=[C:7]([C:9]2[CH:14]=[CH:13][CH:12]=[CH:11][CH:10]=2)[N:8]=1. Given the reactants [OH-].[Na+].[NH2:3][C:4]1[S:5][C:6]([C:15]([O:17]CC)=[O:16])=[C:7]([C:9]2[CH:14]=[CH:13][CH:12]=[CH:11][CH:10]=2)[N:8]=1, predict the reaction product. (6) Given the reactants [NH:1]1[C:9]2[C:4](=[CH:5][CH:6]=[CH:7][CH:8]=2)[CH:3]=[C:2]1[C:10](Cl)=[O:11].[C:13]([O:17][C:18]([N:20]1[CH2:25][C@@H:24]2[CH2:26][C@H:21]1[CH2:22][NH:23]2)=[O:19])([CH3:16])([CH3:15])[CH3:14], predict the reaction product. The product is: [C:13]([O:17][C:18]([N:20]1[CH2:25][C@@H:24]2[CH2:26][C@H:21]1[CH2:22][N:23]2[C:10]([C:2]1[NH:1][C:9]2[C:4]([CH:3]=1)=[CH:5][CH:6]=[CH:7][CH:8]=2)=[O:11])=[O:19])([CH3:16])([CH3:14])[CH3:15]. (7) Given the reactants [C:1]([O:5][C:6]([N:8]1[CH2:12][CH2:11][CH:10]([N:13]([CH2:19][C:20]2[CH:25]=[CH:24][C:23]([Cl:26])=[CH:22][C:21]=2[N+:27]([O-])=O)[CH2:14][C:15]([O:17]C)=O)[CH2:9]1)=[O:7])([CH3:4])([CH3:3])[CH3:2], predict the reaction product. The product is: [C:1]([O:5][C:6]([N:8]1[CH2:12][CH2:11][CH:10]([N:13]2[CH2:19][C:20]3[CH:25]=[CH:24][C:23]([Cl:26])=[CH:22][C:21]=3[NH:27][C:15](=[O:17])[CH2:14]2)[CH2:9]1)=[O:7])([CH3:2])([CH3:4])[CH3:3].